This data is from M1 muscarinic receptor antagonist screen with 61,756 compounds. The task is: Binary Classification. Given a drug SMILES string, predict its activity (active/inactive) in a high-throughput screening assay against a specified biological target. (1) The drug is S(=O)(=O)(N1CCC(CC1)C(=O)N1CCN(CC1)Cc1cc2OCOc2cc1)c1[nH]cnc1. The result is 0 (inactive). (2) The compound is Fc1cc(Nc2c(N)cc(cc2)C(O)=O)ccc1F. The result is 0 (inactive). (3) The compound is Clc1cc(CNC=2CCC(=O)C2)ccc1Cl. The result is 0 (inactive). (4) The compound is O(c1c(C2n3[nH]c(nc3=NC(=C2C(=O)N)C)CCCO)cc(OC)cc1)C. The result is 0 (inactive). (5) The result is 0 (inactive). The compound is O=C1N(C(=O)NC1(c1cc2OCOc2cc1)C)CC(=O)Nc1ccc(N2CCOCC2)cc1.